Dataset: Catalyst prediction with 721,799 reactions and 888 catalyst types from USPTO. Task: Predict which catalyst facilitates the given reaction. (1) The catalyst class is: 3. Product: [Si:1]([O:8][CH2:9][C@@H:10]1[C@@H:14]([O:15][Si:32]([CH:37]([CH3:39])[CH3:38])([CH:34]([CH3:36])[CH3:35])[CH:29]([CH3:31])[CH3:30])[CH2:13][C@H:12]([NH:16][C:17](=[O:23])[O:18][C:19]([CH3:22])([CH3:21])[CH3:20])[CH2:11]1)([C:4]([CH3:7])([CH3:6])[CH3:5])([CH3:3])[CH3:2]. Reactant: [Si:1]([O:8][CH2:9][C@@H:10]1[C@@H:14]([OH:15])[CH2:13][C@H:12]([NH:16][C:17](=[O:23])[O:18][C:19]([CH3:22])([CH3:21])[CH3:20])[CH2:11]1)([C:4]([CH3:7])([CH3:6])[CH3:5])([CH3:3])[CH3:2].N1C=CN=C1.[CH:29]([Si:32]([CH:37]([CH3:39])[CH3:38])([CH:34]([CH3:36])[CH3:35])Cl)([CH3:31])[CH3:30]. (2) Reactant: [Si:1](Cl)([C:14]([CH3:17])([CH3:16])[CH3:15])([C:8]1[CH:13]=[CH:12][CH:11]=[CH:10][CH:9]=1)[C:2]1[CH:7]=[CH:6][CH:5]=[CH:4][CH:3]=1.[C:19]([O:23][C:24](=[O:39])[NH:25][C@H:26]([C:30]1[CH:35]=[C:34]([F:36])[C:33]([F:37])=[C:32]([F:38])[CH:31]=1)[C@H:27]([OH:29])[CH3:28])([CH3:22])([CH3:21])[CH3:20].N1C=CN=C1.C(OCC)(=O)C. Product: [Si:1]([O:29][C@H:27]([CH3:28])[C@H:26]([NH:25][C:24](=[O:39])[O:23][C:19]([CH3:21])([CH3:20])[CH3:22])[C:30]1[CH:35]=[C:34]([F:36])[C:33]([F:37])=[C:32]([F:38])[CH:31]=1)([C:14]([CH3:17])([CH3:16])[CH3:15])([C:8]1[CH:13]=[CH:12][CH:11]=[CH:10][CH:9]=1)[C:2]1[CH:7]=[CH:6][CH:5]=[CH:4][CH:3]=1. The catalyst class is: 18. (3) Reactant: [Br:1][C:2]1[C:11]([OH:12])=[C:10]2[C:5]([CH:6]=[CH:7][CH:8]=[N:9]2)=[CH:4][CH:3]=1.N1C=CC=CC=1.[C:19](Cl)(=[O:26])[C:20]1[CH:25]=[CH:24][CH:23]=[CH:22][CH:21]=1. Product: [C:19]([O:12][C:11]1[C:2]([Br:1])=[CH:3][CH:4]=[C:5]2[C:10]=1[N:9]=[CH:8][CH:7]=[CH:6]2)(=[O:26])[C:20]1[CH:25]=[CH:24][CH:23]=[CH:22][CH:21]=1. The catalyst class is: 4.